Dataset: Reaction yield outcomes from USPTO patents with 853,638 reactions. Task: Predict the reaction yield, written as a fraction of the theoretical maximum amount of product (1.0 means a 100% yield; for example, 0.34 means a 34% yield). (1) The reactants are [CH3:1][O:2][C:3]1[CH:4]=[C:5]2[C:10](=[CH:11][C:12]=1[O:13][CH3:14])[N:9]=[CH:8][CH:7]=[C:6]2[O:15][C:16]1[CH:22]=[CH:21][C:19]([NH2:20])=[C:18]([CH3:23])[C:17]=1[CH3:24].Cl[C:26](Cl)([O:28][C:29](=[O:35])OC(Cl)(Cl)Cl)Cl.[CH3:37][N:38]([CH3:46])[CH2:39][CH2:40][CH2:41][CH2:42][CH2:43]CO.C(=O)(O)[O-].[Na+]. The catalyst is C(Cl)Cl.C(N(CC)CC)C.C1(C)C=CC=CC=1. The product is [CH3:1][O:2][C:3]1[CH:4]=[C:5]2[C:10](=[CH:11][C:12]=1[O:13][CH3:14])[N:9]=[CH:8][CH:7]=[C:6]2[O:15][C:16]1[CH:22]=[CH:21][C:19]([NH:20][C:29](=[O:35])[O:28][CH2:26][CH2:43][CH2:42][CH2:41][CH2:40][CH2:39][N:38]([CH3:46])[CH3:37])=[C:18]([CH3:23])[C:17]=1[CH3:24]. The yield is 0.770. (2) The reactants are [Br:1][C:2]1[CH:3]=[C:4]2[N:10]=[C:9](SC)[O:8][C:5]2=[N:6][CH:7]=1.Br[C:14]1[CH:15]=[C:16]([N+:21]([O-])=O)[C:17](O)=[N:18][CH:19]=1.Cl.C(O[CH2:29][CH3:30])(=O)C. No catalyst specified. The product is [Br:1][C:2]1[CH:3]=[C:4]2[N:10]=[C:9]([N:21]3[CH:15]4[CH2:29][CH2:30][N:18]([CH2:19][CH2:14]4)[CH2:17][CH2:16]3)[O:8][C:5]2=[N:6][CH:7]=1. The yield is 0.640. (3) The yield is 0.560. The product is [C:14]([O:13][CH2:1][CH2:2][CH2:3][CH2:4][CH2:5][CH2:6][CH2:7][CH2:8][CH2:9][CH2:10][CH2:11][CH3:12])(=[O:23])[CH:15]([C:17]1[CH:22]=[CH:21][CH:20]=[CH:19][CH:18]=1)[OH:16]. No catalyst specified. The reactants are [CH2:1]([OH:13])[CH2:2][CH2:3][CH2:4][CH2:5][CH2:6][CH2:7][CH2:8][CH2:9][CH2:10][CH2:11][CH3:12].[C:14](OCC)(=[O:23])[CH:15]([C:17]1[CH:22]=[CH:21][CH:20]=[CH:19][CH:18]=1)[OH:16]. (4) The reactants are C[Si](C)(C)[N:3]1[CH:7]=[C:6](I)[CH:5]=[N:4]1.C([Mg]Cl)(C)C.C(O[B:20]1[O:24][C:23]([CH3:26])([CH3:25])[C:22]([CH3:28])([CH3:27])[O:21]1)(C)C.[Cl-].[NH4+]. The catalyst is [Cl-].[Na+].O.C1(C)C=CC=CC=1.C1COCC1. The product is [CH3:27][C:22]1([CH3:28])[C:23]([CH3:26])([CH3:25])[O:24][B:20]([C:6]2[CH:5]=[N:4][NH:3][CH:7]=2)[O:21]1. The yield is 0.548. (5) The reactants are [Cl:1][C:2]1[CH:3]=[C:4]([C:8]2[C:17]3[C:12](=[CH:13][CH:14]=[C:15]([C:18]([C:20]4[S:21][C:22]([Cl:25])=[CH:23][CH:24]=4)=[O:19])[CH:16]=3)[N:11]([CH3:26])[C:10](=[O:27])[CH:9]=2)[CH:5]=[CH:6][CH:7]=1.[BH4-].[Na+]. The catalyst is CO. The product is [Cl:1][C:2]1[CH:3]=[C:4]([C:8]2[C:17]3[C:12](=[CH:13][CH:14]=[C:15]([CH:18]([C:20]4[S:21][C:22]([Cl:25])=[CH:23][CH:24]=4)[OH:19])[CH:16]=3)[N:11]([CH3:26])[C:10](=[O:27])[CH:9]=2)[CH:5]=[CH:6][CH:7]=1. The yield is 0.785. (6) The reactants are S(Cl)(Cl)=O.[Br:5][CH2:6][C@@:7]([OH:12])([CH3:11])[C:8](O)=[O:9].CCN(CC)CC.[NH2:20][C:21]1[CH:22]=[CH:23][C:24]([C:31]#[N:32])=[C:25]([C:27]([F:30])([F:29])[F:28])[CH:26]=1. The catalyst is C1COCC1.O. The product is [Br:5][CH2:6][C@@:7]([OH:12])([CH3:11])[C:8]([NH:20][C:21]1[CH:22]=[CH:23][C:24]([C:31]#[N:32])=[C:25]([C:27]([F:28])([F:29])[F:30])[CH:26]=1)=[O:9]. The yield is 0.739. (7) The reactants are [NH2:1][C@@H:2]([CH2:6][CH2:7][C:8]([O:10][CH3:11])=[O:9])[C:3]([OH:5])=[O:4].C([O-])([O-])=O.[Na+].[Na+].[N:18]1[CH:23]=[CH:22][CH:21]=[CH:20][C:19]=1[C:24]1[CH:32]=[CH:31][C:27]([C:28](Cl)=[O:29])=[CH:26][CH:25]=1.Cl. The catalyst is O1CCOCC1.O.CN1CCCC1=O. The product is [CH3:11][O:10][C:8](=[O:9])[CH2:7][CH2:6][C@H:2]([NH:1][C:28](=[O:29])[C:27]1[CH:31]=[CH:32][C:24]([C:19]2[CH:20]=[CH:21][CH:22]=[CH:23][N:18]=2)=[CH:25][CH:26]=1)[C:3]([OH:5])=[O:4]. The yield is 0.450. (8) The reactants are [Br:1][C:2]1[CH:3]=[C:4]([CH:7]=[C:8]([B:10]2[O:14]C(C)(C)C(C)(C)[O:11]2)[CH:9]=1)[C:5]#[N:6].Cl. No catalyst specified. The product is [Br:1][C:2]1[CH:9]=[C:8]([B:10]([OH:14])[OH:11])[CH:7]=[C:4]([C:5]#[N:6])[CH:3]=1. The yield is 0.680. (9) The reactants are [CH3:1][N:2]1[C:6]([C:7]2[C:8](=[O:13])[CH2:9][CH2:10][CH2:11][CH:12]=2)=[CH:5][N:4]=[CH:3]1.[BH4-].[Na+].[Cl-].[NH4+]. The catalyst is CO. The product is [CH3:1][N:2]1[C:6]([CH:7]2[CH2:12][CH2:11][CH2:10][CH2:9][CH:8]2[OH:13])=[CH:5][N:4]=[CH:3]1. The yield is 0.610. (10) The reactants are [N:1]1([C:7]([O:9][C:10]([CH3:13])([CH3:12])[CH3:11])=[O:8])[CH2:6][CH2:5][NH:4][CH2:3][CH2:2]1.[CH2:14]([N:16](CC)CC)C.N#CBr. The catalyst is C1COCC1. The product is [C:14]([N:4]1[CH2:5][CH2:6][N:1]([C:7]([O:9][C:10]([CH3:13])([CH3:12])[CH3:11])=[O:8])[CH2:2][CH2:3]1)#[N:16]. The yield is 0.860.